Dataset: Forward reaction prediction with 1.9M reactions from USPTO patents (1976-2016). Task: Predict the product of the given reaction. (1) Given the reactants [F:1][C:2]1[CH:7]=[C:6]([O:8][CH3:9])[CH:5]=[C:4]([F:10])[C:3]=1[CH:11]([O:15][CH3:16])[C:12]([OH:14])=O.[NH2:17][CH2:18][C:19]1[CH:26]=[CH:25][C:22]([C:23]#[N:24])=[CH:21][C:20]=1[O:27][CH2:28][C:29]([F:32])([F:31])[F:30], predict the reaction product. The product is: [C:23]([C:22]1[CH:25]=[CH:26][C:19]([CH2:18][NH:17][C:12](=[O:14])[CH:11]([C:3]2[C:4]([F:10])=[CH:5][C:6]([O:8][CH3:9])=[CH:7][C:2]=2[F:1])[O:15][CH3:16])=[C:20]([O:27][CH2:28][C:29]([F:30])([F:32])[F:31])[CH:21]=1)#[N:24]. (2) Given the reactants [CH2:1]([C:3]1[NH:4][C:5](=[O:10])[CH:6]=[C:7]([CH3:9])[N:8]=1)[CH3:2].Br[CH2:12][CH2:13][O:14][C:15]1[CH:22]=[CH:21][C:18]([CH:19]=[O:20])=[CH:17][CH:16]=1.[Li+].[Br-].[H-].[Na+], predict the reaction product. The product is: [CH2:1]([C:3]1[N:4]([CH2:12][CH2:13][O:14][C:15]2[CH:22]=[CH:21][C:18]([CH:19]=[O:20])=[CH:17][CH:16]=2)[C:5](=[O:10])[CH:6]=[C:7]([CH3:9])[N:8]=1)[CH3:2]. (3) Given the reactants [C:1]([N:5]1[CH:9]([CH2:10][NH:11][CH3:12])[C:8]2[CH:13]=[C:14]([C:17]3[C:25]4[C:20](=[CH:21][C:22]([F:26])=[CH:23][CH:24]=4)[NH:19][CH:18]=3)[CH:15]=[CH:16][C:7]=2[S:6]1(=[O:28])=[O:27])([CH3:4])([CH3:3])[CH3:2].CCN(C(C)C)C(C)C.[C:38](Cl)(=[O:40])[CH3:39], predict the reaction product. The product is: [C:1]([N:5]1[CH:9]([CH2:10][N:11]([CH3:12])[C:38](=[O:40])[CH3:39])[C:8]2[CH:13]=[C:14]([C:17]3[C:25]4[C:20](=[CH:21][C:22]([F:26])=[CH:23][CH:24]=4)[NH:19][CH:18]=3)[CH:15]=[CH:16][C:7]=2[S:6]1(=[O:27])=[O:28])([CH3:4])([CH3:2])[CH3:3]. (4) The product is: [CH:6]1([CH:4]([OH:5])[CH2:3][CH2:2][NH:1][C:12](=[O:13])[O:14][C:15]([CH3:18])([CH3:17])[CH3:16])[CH2:11][CH2:10][CH2:9][CH2:8][CH2:7]1. Given the reactants [NH2:1][CH2:2][CH2:3][CH:4]([CH:6]1[CH2:11][CH2:10][CH2:9][CH2:8][CH2:7]1)[OH:5].[C:12](O[C:12]([O:14][C:15]([CH3:18])([CH3:17])[CH3:16])=[O:13])([O:14][C:15]([CH3:18])([CH3:17])[CH3:16])=[O:13], predict the reaction product. (5) Given the reactants [CH2:1]([S:4](Cl)(=[O:6])=[O:5])[CH2:2][CH3:3].[NH2:8][C@H:9]([C:30]1[CH:35]=[CH:34][CH:33]=[CH:32][CH:31]=1)[CH2:10][CH2:11][N:12]1[CH2:17][CH2:16][CH:15]([C:18]2[CH:19]=[C:20]([NH:24][C:25](=[O:29])[CH:26]([CH3:28])[CH3:27])[CH:21]=[CH:22][CH:23]=2)[CH2:14][CH2:13]1, predict the reaction product. The product is: [CH3:27][CH:26]([CH3:28])[C:25]([NH:24][C:20]1[CH:21]=[CH:22][CH:23]=[C:18]([CH:15]2[CH2:14][CH2:13][N:12]([CH2:11][CH2:10][C@@H:9]([C:30]3[CH:31]=[CH:32][CH:33]=[CH:34][CH:35]=3)[NH:8][S:4]([CH2:1][CH2:2][CH3:3])(=[O:6])=[O:5])[CH2:17][CH2:16]2)[CH:19]=1)=[O:29]. (6) Given the reactants [F:1][CH:2]([F:22])[O:3][C:4]1[C:9]2[O:10][C:11]3([O:17][C:8]=2[C:7]([C:18]([O:20]C)=[O:19])=[CH:6][CH:5]=1)[CH2:16][CH2:15][S:14][CH2:13][CH2:12]3.S(=O)(=O)(O)O, predict the reaction product. The product is: [F:22][CH:2]([F:1])[O:3][C:4]1[C:9]2[O:10][C:11]3([O:17][C:8]=2[C:7]([C:18]([OH:20])=[O:19])=[CH:6][CH:5]=1)[CH2:16][CH2:15][S:14][CH2:13][CH2:12]3.